Dataset: Catalyst prediction with 721,799 reactions and 888 catalyst types from USPTO. Task: Predict which catalyst facilitates the given reaction. Reactant: [F:1][C:2]1[CH:30]=[CH:29][C:5]([O:6][CH2:7][CH2:8][C:9]2[CH:28]=[CH:27][C:12]([CH2:13][N:14]3[CH2:19][CH2:18][N:17](C(OC(C)(C)C)=O)[CH2:16][CH2:15]3)=[CH:11][CH:10]=2)=[CH:4][CH:3]=1.Cl. Product: [F:1][C:2]1[CH:3]=[CH:4][C:5]([O:6][CH2:7][CH2:8][C:9]2[CH:28]=[CH:27][C:12]([CH2:13][N:14]3[CH2:15][CH2:16][NH:17][CH2:18][CH2:19]3)=[CH:11][CH:10]=2)=[CH:29][CH:30]=1. The catalyst class is: 14.